This data is from NCI-60 drug combinations with 297,098 pairs across 59 cell lines. The task is: Regression. Given two drug SMILES strings and cell line genomic features, predict the synergy score measuring deviation from expected non-interaction effect. (1) Drug 1: CC1C(C(CC(O1)OC2CC(CC3=C2C(=C4C(=C3O)C(=O)C5=C(C4=O)C(=CC=C5)OC)O)(C(=O)CO)O)N)O.Cl. Drug 2: CN(CC1=CN=C2C(=N1)C(=NC(=N2)N)N)C3=CC=C(C=C3)C(=O)NC(CCC(=O)O)C(=O)O. Cell line: MDA-MB-231. Synergy scores: CSS=19.8, Synergy_ZIP=-4.47, Synergy_Bliss=1.01, Synergy_Loewe=-5.51, Synergy_HSA=2.71. (2) Drug 1: CC12CCC(CC1=CCC3C2CCC4(C3CC=C4C5=CN=CC=C5)C)O. Drug 2: CS(=O)(=O)OCCCCOS(=O)(=O)C. Cell line: RXF 393. Synergy scores: CSS=10.0, Synergy_ZIP=-5.12, Synergy_Bliss=-6.09, Synergy_Loewe=-4.27, Synergy_HSA=-3.78. (3) Drug 1: CC12CCC(CC1=CCC3C2CCC4(C3CC=C4C5=CN=CC=C5)C)O. Drug 2: C1=NC(=NC(=O)N1C2C(C(C(O2)CO)O)O)N. Cell line: HT29. Synergy scores: CSS=18.8, Synergy_ZIP=-2.76, Synergy_Bliss=5.88, Synergy_Loewe=3.99, Synergy_HSA=5.49. (4) Drug 1: CS(=O)(=O)C1=CC(=C(C=C1)C(=O)NC2=CC(=C(C=C2)Cl)C3=CC=CC=N3)Cl. Drug 2: CC1=CC2C(CCC3(C2CCC3(C(=O)C)OC(=O)C)C)C4(C1=CC(=O)CC4)C. Cell line: OVCAR-4. Synergy scores: CSS=5.56, Synergy_ZIP=-1.46, Synergy_Bliss=1.91, Synergy_Loewe=-0.535, Synergy_HSA=1.23. (5) Drug 1: C1CCC(CC1)NC(=O)N(CCCl)N=O. Drug 2: C(=O)(N)NO. Cell line: A498. Synergy scores: CSS=4.93, Synergy_ZIP=-4.55, Synergy_Bliss=-4.23, Synergy_Loewe=-10.9, Synergy_HSA=-5.20. (6) Drug 1: CCC1(CC2CC(C3=C(CCN(C2)C1)C4=CC=CC=C4N3)(C5=C(C=C6C(=C5)C78CCN9C7C(C=CC9)(C(C(C8N6C)(C(=O)OC)O)OC(=O)C)CC)OC)C(=O)OC)O.OS(=O)(=O)O. Drug 2: CC12CCC3C(C1CCC2OP(=O)(O)O)CCC4=C3C=CC(=C4)OC(=O)N(CCCl)CCCl.[Na+]. Cell line: HCC-2998. Synergy scores: CSS=4.69, Synergy_ZIP=-1.37, Synergy_Bliss=-4.53, Synergy_Loewe=3.46, Synergy_HSA=-8.32. (7) Drug 1: C1CCN(CC1)CCOC2=CC=C(C=C2)C(=O)C3=C(SC4=C3C=CC(=C4)O)C5=CC=C(C=C5)O. Drug 2: CCC1=CC2CC(C3=C(CN(C2)C1)C4=CC=CC=C4N3)(C5=C(C=C6C(=C5)C78CCN9C7C(C=CC9)(C(C(C8N6C)(C(=O)OC)O)OC(=O)C)CC)OC)C(=O)OC.C(C(C(=O)O)O)(C(=O)O)O. Cell line: IGROV1. Synergy scores: CSS=37.8, Synergy_ZIP=-6.18, Synergy_Bliss=-5.83, Synergy_Loewe=-21.1, Synergy_HSA=-6.34. (8) Drug 1: C1CCC(CC1)NC(=O)N(CCCl)N=O. Drug 2: CN(C(=O)NC(C=O)C(C(C(CO)O)O)O)N=O. Cell line: SN12C. Synergy scores: CSS=3.25, Synergy_ZIP=-5.46, Synergy_Bliss=-4.20, Synergy_Loewe=-4.02, Synergy_HSA=-3.96. (9) Drug 1: COC1=C(C=C2C(=C1)N=CN=C2NC3=CC(=C(C=C3)F)Cl)OCCCN4CCOCC4. Drug 2: CNC(=O)C1=NC=CC(=C1)OC2=CC=C(C=C2)NC(=O)NC3=CC(=C(C=C3)Cl)C(F)(F)F. Cell line: SK-OV-3. Synergy scores: CSS=44.1, Synergy_ZIP=-12.2, Synergy_Bliss=-3.65, Synergy_Loewe=-2.72, Synergy_HSA=0.441. (10) Cell line: MCF7. Drug 1: C1CCN(CC1)CCOC2=CC=C(C=C2)C(=O)C3=C(SC4=C3C=CC(=C4)O)C5=CC=C(C=C5)O. Synergy scores: CSS=14.6, Synergy_ZIP=-5.45, Synergy_Bliss=-1.60, Synergy_Loewe=1.80, Synergy_HSA=2.24. Drug 2: C1CC(=O)NC(=O)C1N2C(=O)C3=CC=CC=C3C2=O.